Dataset: Full USPTO retrosynthesis dataset with 1.9M reactions from patents (1976-2016). Task: Predict the reactants needed to synthesize the given product. (1) Given the product [Br:1][C:2]1[N:6]2[CH:7]=[C:8]([NH:13][CH3:12])[N:9]=[CH:10][C:5]2=[N:4][CH:3]=1, predict the reactants needed to synthesize it. The reactants are: [Br:1][C:2]1[N:6]2[CH:7]=[C:8](Br)[N:9]=[CH:10][C:5]2=[N:4][CH:3]=1.[CH3:12][NH2:13]. (2) Given the product [ClH:25].[CH:1]1[C:10]2[C:5](=[C:6]([NH:11][CH:12]3[CH2:17][CH2:16][NH:15][CH2:14][CH2:13]3)[CH:7]=[CH:8][CH:9]=2)[CH:4]=[CH:3][N:2]=1, predict the reactants needed to synthesize it. The reactants are: [CH:1]1[C:10]2[C:5](=[C:6]([NH:11][CH:12]3[CH2:17][CH2:16][N:15](C(OC(C)(C)C)=O)[CH2:14][CH2:13]3)[CH:7]=[CH:8][CH:9]=2)[CH:4]=[CH:3][N:2]=1.[ClH:25].CO. (3) Given the product [Cl:29][C:30]1[CH:31]=[C:32]2[C:36](=[CH:37][CH:38]=1)[NH:35][C:34]([C:39]([NH:13][C@@H:12]([C:14]([N:16]1[CH2:21][CH2:20][N:19]([CH:22]3[CH2:27][CH2:26][N:25]([CH3:28])[CH2:24][CH2:23]3)[CH2:18][CH2:17]1)=[O:15])[CH2:11][C:8]1[CH:7]=[CH:6][N:5]=[CH:10][CH:9]=1)=[O:40])=[CH:33]2, predict the reactants needed to synthesize it. The reactants are: Cl.Cl.Cl.Cl.[N:5]1[CH:10]=[CH:9][C:8]([CH2:11][C@H:12]([C:14]([N:16]2[CH2:21][CH2:20][N:19]([CH:22]3[CH2:27][CH2:26][N:25]([CH3:28])[CH2:24][CH2:23]3)[CH2:18][CH2:17]2)=[O:15])[NH2:13])=[CH:7][CH:6]=1.[Cl:29][C:30]1[CH:31]=[C:32]2[C:36](=[CH:37][CH:38]=1)[NH:35][C:34]([C:39](O)=[O:40])=[CH:33]2. (4) Given the product [C:15]([C:19]1[N:20]([CH2:3][C@@H:2]([OH:1])[CH2:7][OH:8])[C:21]2[C:26]([CH:27]=1)=[CH:25][C:24]([NH:28][C:12]([C:9]1([C:4]3[CH:5]=[CH:6][C:7]([OH:8])=[C:2]([OH:1])[CH:3]=3)[CH2:10][CH2:11]1)=[O:14])=[CH:23][CH:22]=2)([CH3:18])([CH3:17])[CH3:16], predict the reactants needed to synthesize it. The reactants are: [OH:1][C:2]1[CH:3]=[C:4]([C:9]2([C:12]([OH:14])=O)[CH2:11][CH2:10]2)[CH:5]=[CH:6][C:7]=1[OH:8].[C:15]([C:19]1[NH:20][C:21]2[C:26]([CH:27]=1)=[CH:25][C:24]([N+:28]([O-])=O)=[CH:23][CH:22]=2)([CH3:18])([CH3:17])[CH3:16].